Dataset: Forward reaction prediction with 1.9M reactions from USPTO patents (1976-2016). Task: Predict the product of the given reaction. (1) The product is: [C:11]1([S:17]([C:20]([CH3:33])([CH3:32])[CH2:21][CH2:22][CH2:23][N:24]2[CH2:29][CH2:28][CH2:27][CH:26]([NH:30][S:7]([C:1]3([CH3:34])[CH:6]=[CH:5][CH:4]=[CH:3][CH2:2]3)(=[O:9])=[O:8])[CH2:25]2)(=[O:19])=[O:18])[CH:16]=[CH:15][CH:14]=[CH:13][CH:12]=1. Given the reactants [C:1]1([S:7](Cl)(=[O:9])=[O:8])[CH:6]=[CH:5][CH:4]=[CH:3][CH:2]=1.[C:11]1([S:17]([C:20]([CH3:33])([CH3:32])[CH2:21][CH2:22][CH2:23][N:24]2[CH2:29][CH2:28][CH2:27][CH:26]([NH:30]C)[CH2:25]2)(=[O:19])=[O:18])[CH:16]=[CH:15][CH:14]=[CH:13][CH:12]=1.[CH2:34](N(CC)CC)C, predict the reaction product. (2) Given the reactants [NH2:1][CH:2]([C:5]1[N:6]([C:15]2[CH:20]=[CH:19][CH:18]=[C:17]([CH3:21])[CH:16]=2)[C:7](=[O:14])[C:8]2[S:13][CH:12]=[CH:11][C:9]=2[N:10]=1)[CH2:3][CH3:4].Cl[C:23]1[N:31]=[CH:30][N:29]=[C:28]2[C:24]=1[N:25]=[CH:26][N:27]2[CH:32]1[CH2:37][CH2:36][CH2:35][CH2:34][O:33]1, predict the reaction product. The product is: [CH3:21][C:17]1[CH:16]=[C:15]([N:6]2[C:7](=[O:14])[C:8]3[S:13][CH:12]=[CH:11][C:9]=3[N:10]=[C:5]2[CH:2]([NH:1][C:23]2[N:31]=[CH:30][N:29]=[C:28]3[C:24]=2[N:25]=[CH:26][N:27]3[CH:32]2[CH2:37][CH2:36][CH2:35][CH2:34][O:33]2)[CH2:3][CH3:4])[CH:20]=[CH:19][CH:18]=1. (3) Given the reactants C[N+]1(C2N=C(OC)N=C(OC)N=2)CCOCC1.[Cl-].[Cl:19][C:20]1[CH:25]=[CH:24][C:23]([OH:26])=[C:22]([NH2:27])[CH:21]=1.[C:28]([O:32][C:33]([N:35]1[CH:40]([CH3:41])[CH2:39][CH2:38][CH:37]([C:42](O)=[O:43])[CH2:36]1)=[O:34])([CH3:31])([CH3:30])[CH3:29], predict the reaction product. The product is: [Cl:19][C:20]1[CH:25]=[CH:24][C:23]([OH:26])=[C:22]([NH:27][C:42]([CH:37]2[CH2:36][N:35]([C:33]([O:32][C:28]([CH3:31])([CH3:30])[CH3:29])=[O:34])[CH:40]([CH3:41])[CH2:39][CH2:38]2)=[O:43])[CH:21]=1.